Dataset: Reaction yield outcomes from USPTO patents with 853,638 reactions. Task: Predict the reaction yield, written as a fraction of the theoretical maximum amount of product (1.0 means a 100% yield; for example, 0.34 means a 34% yield). The reactants are [OH:1][C@@H:2]1[C@H:6]([OH:7])[C@@H:5]([CH2:8][O:9][S:10](=[O:13])(=[O:12])[NH2:11])[CH2:4][C@H:3]1[NH:14][C:15]1[N:20]2[N:21]=[C:22]([C:24]3[CH:33]=[CH:32][CH:31]=[C:30]4[C:25]=3[CH:26]=[CH:27][C:28]([C:34]([O:36]C)=[O:35])=[CH:29]4)[CH:23]=[C:19]2[N:18]=[CH:17][CH:16]=1.CN(C=O)C.[OH-].[Na+]. No catalyst specified. The product is [OH:1][C@@H:2]1[C@H:6]([OH:7])[C@@H:5]([CH2:8][O:9][S:10](=[O:13])(=[O:12])[NH2:11])[CH2:4][C@H:3]1[NH:14][C:15]1[N:20]2[N:21]=[C:22]([C:24]3[CH:33]=[CH:32][CH:31]=[C:30]4[C:25]=3[CH:26]=[CH:27][C:28]([C:34]([OH:36])=[O:35])=[CH:29]4)[CH:23]=[C:19]2[N:18]=[CH:17][CH:16]=1. The yield is 0.0850.